Dataset: Forward reaction prediction with 1.9M reactions from USPTO patents (1976-2016). Task: Predict the product of the given reaction. (1) Given the reactants [Cl:1][C:2]1[N:7]=[C:6](S(C)(=O)=O)[N:5]=[C:4]([N:12]2[CH2:17][CH2:16][O:15][CH2:14][CH2:13]2)[CH:3]=1.[NH2:18][C:19](C)([CH3:22])[CH2:20][OH:21].CCN(C(C)C)C(C)C, predict the reaction product. The product is: [Cl:1][C:2]1[CH:3]=[C:4]([N:12]2[CH2:17][CH2:16][O:15][CH2:14][CH2:13]2)[N:5]=[C:6]([NH:18][C@H:19]([CH3:22])[CH2:20][OH:21])[N:7]=1. (2) Given the reactants N#N.[CH3:3][O:4][C:5](=[O:12])[CH2:6][C:7]1[S:8][CH:9]=[CH:10][CH:11]=1.[Br:13]N1C(=O)CCC1=O, predict the reaction product. The product is: [CH3:3][O:4][C:5](=[O:12])[CH2:6][C:7]1[S:8][C:9]([Br:13])=[CH:10][CH:11]=1.